Dataset: Catalyst prediction with 721,799 reactions and 888 catalyst types from USPTO. Task: Predict which catalyst facilitates the given reaction. (1) Reactant: [Cl:1][C:2]1[CH:3]=[CH:4][C:5]([O:31][CH3:32])=[C:6]([CH:30]=1)[CH2:7][C@@H:8]1[CH2:14][N:13]([CH2:15][C:16]2[C:21]([O:22][CH3:23])=[CH:20][C:19]([O:24][CH3:25])=[CH:18][C:17]=2[O:26][CH3:27])[C:12](=O)[CH2:11][NH:10][C:9]1=[O:29].O1CCCC1.C1C=CC(OC2C=CC(P3(SP(C4C=CC(OC5C=CC=CC=5)=CC=4)(=S)S3)=[S:52])=CC=2)=CC=1. Product: [Cl:1][C:2]1[CH:3]=[CH:4][C:5]([O:31][CH3:32])=[C:6]([CH:30]=1)[CH2:7][C@@H:8]1[CH2:14][N:13]([CH2:15][C:16]2[C:21]([O:22][CH3:23])=[CH:20][C:19]([O:24][CH3:25])=[CH:18][C:17]=2[O:26][CH3:27])[C:12](=[S:52])[CH2:11][NH:10][C:9]1=[O:29]. The catalyst class is: 13. (2) Reactant: [F:1][C:2]1[CH:25]=[CH:24][C:5]([CH2:6][N:7]2[CH2:16][CH2:15][C:14]3[C:13]([C:17]([O:19][CH2:20][CH3:21])=[O:18])=[N:12][CH:11]=[C:10]([OH:22])[C:9]=3[C:8]2=[O:23])=[CH:4][CH:3]=1.C([OH:28])C. Product: [F:1][C:2]1[CH:25]=[CH:24][C:5]([CH2:6][N:7]2[CH2:16][CH2:15][C:14]3[C:9](=[C:10]([OH:22])[CH:11]=[N+:12]([O-:28])[C:13]=3[C:17]([O:19][CH2:20][CH3:21])=[O:18])[C:8]2=[O:23])=[CH:4][CH:3]=1. The catalyst class is: 15. (3) Reactant: [Cl:1][C:2]1[CH:9]=[CH:8][C:5]([CH:6]=[O:7])=[C:4](F)[CH:3]=1.[NH:11]1[CH2:15][CH2:14][C@@H:13]([NH:16][C:17](=[O:23])[O:18][C:19]([CH3:22])([CH3:21])[CH3:20])[CH2:12]1.C([O-])([O-])=O.[K+].[K+].CS(C)=O. Product: [Cl:1][C:2]1[CH:9]=[CH:8][C:5]([CH:6]=[O:7])=[C:4]([N:11]2[CH2:15][CH2:14][C@@H:13]([NH:16][C:17](=[O:23])[O:18][C:19]([CH3:21])([CH3:20])[CH3:22])[CH2:12]2)[CH:3]=1. The catalyst class is: 6. (4) Product: [NH2:1][C:2]1[N:7]=[C:6]([N:8]2[C@H:13]([CH3:14])[CH2:12][CH2:11][C@H:10]([C:15]([NH:17][C:18]([CH3:26])([C:20]3[CH:25]=[CH:24][CH:23]=[CH:22][CH:21]=3)[CH3:19])=[O:16])[CH2:9]2)[CH:5]=[C:4]([C:27]2[CH:28]=[C:29]3[C:30]([C:33]([NH2:34])=[N:48][NH:49]3)=[CH:31][CH:32]=2)[N:3]=1. Reactant: [NH2:1][C:2]1[N:7]=[C:6]([N:8]2[C@H:13]([CH3:14])[CH2:12][CH2:11][C@H:10]([C:15]([NH:17][C:18]([CH3:26])([C:20]3[CH:25]=[CH:24][CH:23]=[CH:22][CH:21]=3)[CH3:19])=[O:16])[CH2:9]2)[CH:5]=[C:4]([C:27]2[CH:32]=[CH:31][C:30]([C:33]#[N:34])=[C:29](F)[CH:28]=2)[N:3]=1.CCO.CCN(C(C)C)C(C)C.[NH2:48][NH2:49]. The catalyst class is: 5. (5) Reactant: [F:1][C:2]1[CH:3]=[CH:4][C:5]([NH:8][NH:9][C:10](=O)[C:11]([CH3:18])([N:13]2[CH2:17][CH2:16][CH2:15][CH2:14]2)[CH3:12])=[N:6][CH:7]=1.C1C=CC(P(C2C=CC=CC=2)C2C=CC=CC=2)=CC=1.CCN(CC)CC.ClC(Cl)(Cl)C(Cl)(Cl)Cl. Product: [F:1][C:2]1[CH:3]=[CH:4][C:5]2[N:6]([C:10]([C:11]([CH3:18])([N:13]3[CH2:17][CH2:16][CH2:15][CH2:14]3)[CH3:12])=[N:9][N:8]=2)[CH:7]=1. The catalyst class is: 1. (6) Reactant: [CH3:1][NH:2][C:3]1[C:4]([NH2:13])=[CH:5][C:6]([C:9]([F:12])([F:11])[F:10])=[CH:7][CH:8]=1.[F:14][C:15]1[CH:16]=[N:17][CH:18]=[CH:19][C:20]=1[CH:21]=O.S(=O)(O)[O-].[Na+].[Cl-].[NH4+]. Product: [F:14][C:15]1[CH:16]=[N:17][CH:18]=[CH:19][C:20]=1[C:21]1[N:2]([CH3:1])[C:3]2[CH:8]=[CH:7][C:6]([C:9]([F:10])([F:11])[F:12])=[CH:5][C:4]=2[N:13]=1. The catalyst class is: 3. (7) Reactant: [CH2:1]([NH:8][C:9]([C:11]1[S:12][C:13]([C:17]2[N:21]=[CH:20][NH:19][N:18]=2)=[CH:14][C:15]=1[CH3:16])=[O:10])[C:2]1[CH:7]=[CH:6][CH:5]=[CH:4][CH:3]=1.C(=O)([O-])[O-].[K+].[K+].[F:28][C:29]1[CH:36]=[CH:35][C:32]([CH2:33]Br)=[CH:31][CH:30]=1. Product: [CH2:1]([NH:8][C:9]([C:11]1[S:12][C:13]([C:17]2[N:21]=[CH:20][N:19]([CH2:33][C:32]3[CH:35]=[CH:36][C:29]([F:28])=[CH:30][CH:31]=3)[N:18]=2)=[CH:14][C:15]=1[CH3:16])=[O:10])[C:2]1[CH:7]=[CH:6][CH:5]=[CH:4][CH:3]=1. The catalyst class is: 9.